From a dataset of Full USPTO retrosynthesis dataset with 1.9M reactions from patents (1976-2016). Predict the reactants needed to synthesize the given product. (1) Given the product [CH3:22][O:1][C:2]1[CH:3]=[C:4]2[C:9](=[C:10]([CH3:12])[CH:11]=1)[O:8][CH:7]([C:13]([F:16])([F:14])[F:15])[C:6]([C:17]([O:19][CH2:20][CH3:21])=[O:18])=[CH:5]2, predict the reactants needed to synthesize it. The reactants are: [OH:1][C:2]1[CH:3]=[C:4]2[C:9](=[C:10]([CH3:12])[CH:11]=1)[O:8][CH:7]([C:13]([F:16])([F:15])[F:14])[C:6]([C:17]([O:19][CH2:20][CH3:21])=[O:18])=[CH:5]2.[C:22]([O-])([O-])=O.[K+].[K+].IC. (2) Given the product [O:35]=[S:19]1(=[O:18])[C:24]2[CH:25]=[CH:26][CH:27]=[CH:28][C:23]=2[NH:22][C:21]([C:29]2[C:6](=[O:16])[N:5]([CH2:4][CH2:3][CH:2]([CH3:1])[CH3:17])[C:10]3[C:9]([C:8]=2[OH:15])=[CH:14][CH:13]=[CH:12][N:11]=3)=[N:20]1, predict the reactants needed to synthesize it. The reactants are: [CH3:1][CH:2]([CH3:17])[CH2:3][CH2:4][N:5]1[C:10]2[N:11]=[CH:12][CH:13]=[CH:14][C:9]=2[C:8](=[O:15])O[C:6]1=[O:16].[O:18]=[S:19]1(=[O:35])[C:24]2[CH:25]=[CH:26][CH:27]=[CH:28][C:23]=2[NH:22][C:21]([CH2:29]C(OCC)=O)=[N:20]1.[H-].[Na+].C(O)(=O)C. (3) Given the product [Br:1][C:2]1[CH:7]=[CH:6][C:5]([S:8]([NH2:14])(=[O:10])=[O:9])=[C:4]([CH2:12][CH3:13])[CH:3]=1, predict the reactants needed to synthesize it. The reactants are: [Br:1][C:2]1[CH:7]=[CH:6][C:5]([S:8](Cl)(=[O:10])=[O:9])=[C:4]([CH2:12][CH3:13])[CH:3]=1.[NH4+:14].[OH-]. (4) Given the product [OH:18][CH2:17][C:3]1([NH:2][C:28]([C:25]2[N:24]=[CH:23][C:22]([CH:19]([CH3:21])[CH3:20])=[CH:27][N:26]=2)=[O:29])[CH2:7][CH2:6][N:5]([C:8]2[C:9]3[N:10]([CH:14]=[CH:15][CH:16]=3)[CH:11]=[CH:12][N:13]=2)[CH2:4]1, predict the reactants needed to synthesize it. The reactants are: Cl.[NH2:2][C:3]1([CH2:17][OH:18])[CH2:7][CH2:6][N:5]([C:8]2[C:9]3[N:10]([CH:14]=[CH:15][CH:16]=3)[CH:11]=[CH:12][N:13]=2)[CH2:4]1.[CH:19]([C:22]1[CH:23]=[N:24][C:25]([C:28](O)=[O:29])=[N:26][CH:27]=1)([CH3:21])[CH3:20].C(N(CC)C(C)C)C.CN(C(ON1N=NC2C=CC=NC1=2)=[N+](C)C)C.F[P-](F)(F)(F)(F)F. (5) Given the product [CH2:13]([O:15][C:10]1[C:9]([F:12])=[CH:8][C:4]([C:5]([OH:7])=[O:6])=[CH:3][C:2]=1[F:1])[CH3:14], predict the reactants needed to synthesize it. The reactants are: [F:1][C:2]1[CH:3]=[C:4]([CH:8]=[C:9]([F:12])[C:10]=1F)[C:5]([OH:7])=[O:6].[CH2:13]([OH:15])[CH3:14].[H-].[Na+].